The task is: Predict the reactants needed to synthesize the given product.. This data is from Full USPTO retrosynthesis dataset with 1.9M reactions from patents (1976-2016). (1) Given the product [Cl:1][C:2]1[CH:3]=[C:4]([C:8]2[CH:9]=[CH:10][C:11]([CH2:14][C@@H:15]([NH:24][C:25]([C:27]3[O:28][C:29](=[O:32])[NH:30][N:31]=3)=[O:26])[CH2:16][C@@H:17]([CH3:23])[C:18]([OH:20])=[O:19])=[CH:12][CH:13]=2)[CH:5]=[CH:6][CH:7]=1, predict the reactants needed to synthesize it. The reactants are: [Cl:1][C:2]1[CH:3]=[C:4]([C:8]2[CH:13]=[CH:12][C:11]([CH2:14][C@@H:15]([NH:24][C:25]([C:27]3[O:28][C:29](=[O:32])[NH:30][N:31]=3)=[O:26])[CH2:16][C@@H:17]([CH3:23])[C:18]([O:20]CC)=[O:19])=[CH:10][CH:9]=2)[CH:5]=[CH:6][CH:7]=1.[OH-].[Na+]. (2) Given the product [C:1]([N:8]1[CH2:13][CH2:12][N:11]([C:14]2[CH:19]=[CH:18][CH:17]=[CH:16][C:15]=2[CH2:20][N:25]([CH3:24])[CH3:22])[CH2:10][CH2:9]1)([O:3][C:4]([CH3:7])([CH3:6])[CH3:5])=[O:2], predict the reactants needed to synthesize it. The reactants are: [C:1]([N:8]1[CH2:13][CH2:12][N:11]([C:14]2[CH:19]=[CH:18][CH:17]=[CH:16][C:15]=2[CH2:20]N)[CH2:10][CH2:9]1)([O:3][C:4]([CH3:7])([CH3:6])[CH3:5])=[O:2].[CH2:22]=O.[C:24]([BH3-])#[N:25].[Na+].